From a dataset of Catalyst prediction with 721,799 reactions and 888 catalyst types from USPTO. Predict which catalyst facilitates the given reaction. (1) Reactant: [CH3:1][S:2](Cl)(=[O:4])=[O:3].[C:6]([O:10][C:11]([NH:13][C@H:14]([CH3:17])[CH2:15][OH:16])=[O:12])([CH3:9])([CH3:8])[CH3:7].C(N(CC)CC)C. Product: [CH3:1][S:2]([O:16][CH2:15][C@H:14]([NH:13][C:11]([O:10][C:6]([CH3:9])([CH3:8])[CH3:7])=[O:12])[CH3:17])(=[O:4])=[O:3]. The catalyst class is: 2. (2) Reactant: [Cl:1][C:2]1[CH:7]=[CH:6][C:5]([C@@H:8]2[O:14][CH2:13][CH2:12][N:11]([C:15]([O:17][C:18]([CH3:21])([CH3:20])[CH3:19])=[O:16])[CH2:10][C@H:9]2[CH:22]=O)=[CH:4][C:3]=1[F:24].[N:25]1[CH:30]=[CH:29][CH:28]=[CH:27][C:26]=1[NH2:31]. Product: [Cl:1][C:2]1[CH:7]=[CH:6][C:5]([C@@H:8]2[O:14][CH2:13][CH2:12][N:11]([C:15]([O:17][C:18]([CH3:20])([CH3:21])[CH3:19])=[O:16])[CH2:10][C@H:9]2[CH2:22][NH:31][C:26]2[CH:27]=[CH:28][CH:29]=[CH:30][N:25]=2)=[CH:4][C:3]=1[F:24]. The catalyst class is: 36. (3) Reactant: [NH:1]1[C:5]2[CH:6]=[CH:7][CH:8]=[CH:9][C:4]=2[N:3]=[C:2]1[CH2:10][N:11]1[C@H:24]2[C@@H:15]([CH2:16][CH2:17][C:18]3[C:23]2=[N:22][CH:21]=[CH:20][CH:19]=3)[CH2:14][CH2:13][CH2:12]1.C(=O)([O-])[O-].[K+].[K+].Cl.Cl[CH2:33][CH:34]1[CH2:39][CH2:38][CH2:37][N:36]([CH3:40])[CH2:35]1.[I-].[K+]. Product: [CH3:40][N:36]1[CH2:37][CH2:38][CH2:39][CH:34]([CH2:33][N:1]2[C:5]3[CH:6]=[CH:7][CH:8]=[CH:9][C:4]=3[N:3]=[C:2]2[CH2:10][N:11]2[C@H:24]3[C@@H:15]([CH2:16][CH2:17][C:18]4[C:23]3=[N:22][CH:21]=[CH:20][CH:19]=4)[CH2:14][CH2:13][CH2:12]2)[CH2:35]1. The catalyst class is: 35. (4) Product: [F:26][C:19]1([C:17]([N:15]2[CH2:16][C:10]3[C:9]([NH:8][C:6]4[C:5]([F:29])=[CH:4][N:3]=[C:2]([CH:30]=[CH2:31])[N:7]=4)=[N:13][NH:12][C:11]=3[C:14]2([CH3:28])[CH3:27])=[O:18])[CH2:24][CH2:23][N:22]([CH3:25])[CH2:21][CH2:20]1. Reactant: Cl[C:2]1[N:7]=[C:6]([NH:8][C:9]2[C:10]3[CH2:16][N:15]([C:17]([C:19]4([F:26])[CH2:24][CH2:23][N:22]([CH3:25])[CH2:21][CH2:20]4)=[O:18])[C:14]([CH3:28])([CH3:27])[C:11]=3[NH:12][N:13]=2)[C:5]([F:29])=[CH:4][N:3]=1.[CH3:30][C:31]1(C)C(C)(C)OB(C=C)O1.C([O-])([O-])=O.[Na+].[Na+].COCCOC. The catalyst class is: 6. (5) Reactant: [Br:1][C:2]([F:10])([F:9])[C:3]([F:8])([F:7])[CH2:4][CH2:5]Br.[C:11]([O-:19])(=[O:18])[C:12]1[CH:17]=[CH:16][CH:15]=[CH:14][CH:13]=1.[Na+].C1(C)C=CC=CC=1.O. Product: [C:11]([O:19][CH2:5][CH2:4][C:3]([F:8])([F:7])[C:2]([Br:1])([F:10])[F:9])(=[O:18])[C:12]1[CH:17]=[CH:16][CH:15]=[CH:14][CH:13]=1. The catalyst class is: 16. (6) Reactant: C([Li])CCC.[CH2:6]([O:11][CH:12]1[CH2:17][CH2:16][CH2:15][CH2:14][O:13]1)[CH2:7][CH2:8][C:9]#[CH:10].[Cl:18][C:19]1[CH:26]=[CH:25][C:22]([CH:23]=[O:24])=[CH:21][CH:20]=1.[Cl-].[NH4+]. Product: [Cl:18][C:19]1[CH:26]=[CH:25][C:22]([CH:23]([OH:24])[C:10]#[C:9][CH2:8][CH2:7][CH2:6][O:11][CH:12]2[CH2:17][CH2:16][CH2:15][CH2:14][O:13]2)=[CH:21][CH:20]=1. The catalyst class is: 392. (7) Reactant: [Br:1][C:2]1[C:3](=[O:30])[N:4]([CH2:19][C:20]2[CH:21]=[C:22]([CH:27]=[CH:28][CH:29]=2)[C:23]([O:25]C)=[O:24])[C:5]([CH3:18])=[CH:6][C:7]=1[O:8][CH2:9][C:10]1[CH:15]=[CH:14][C:13]([F:16])=[CH:12][C:11]=1[F:17].C[Si](C)(C)[O-].[K+]. Product: [Br:1][C:2]1[C:3](=[O:30])[N:4]([CH2:19][C:20]2[CH:21]=[C:22]([CH:27]=[CH:28][CH:29]=2)[C:23]([OH:25])=[O:24])[C:5]([CH3:18])=[CH:6][C:7]=1[O:8][CH2:9][C:10]1[CH:15]=[CH:14][C:13]([F:16])=[CH:12][C:11]=1[F:17]. The catalyst class is: 7. (8) Reactant: [CH2:1]([C@@:5]1([CH2:37][CH3:38])[NH:11][C@H:10]([C:12]2[CH:17]=[CH:16][CH:15]=[CH:14][CH:13]=2)[C:9]2[CH:18]=[C:19]([O:33][CH3:34])[C:20]([CH2:22][NH:23][CH2:24][P:25](=[O:32])([O:29]CC)[O:26]CC)=[CH:21][C:8]=2[S:7](=[O:36])(=[O:35])[CH2:6]1)[CH2:2][CH2:3][CH3:4].Br[Si](C)(C)C. Product: [CH2:1]([C@@:5]1([CH2:37][CH3:38])[NH:11][C@H:10]([C:12]2[CH:13]=[CH:14][CH:15]=[CH:16][CH:17]=2)[C:9]2[CH:18]=[C:19]([O:33][CH3:34])[C:20]([CH2:22][NH:23][CH2:24][P:25](=[O:26])([OH:29])[OH:32])=[CH:21][C:8]=2[S:7](=[O:36])(=[O:35])[CH2:6]1)[CH2:2][CH2:3][CH3:4]. The catalyst class is: 2.